This data is from Reaction yield outcomes from USPTO patents with 853,638 reactions. The task is: Predict the reaction yield, written as a fraction of the theoretical maximum amount of product (1.0 means a 100% yield; for example, 0.34 means a 34% yield). (1) The reactants are [C:1]1([C@:7]2([CH2:19][NH:20][C:21](=[O:27])[O:22][C:23]([CH3:26])([CH3:25])[CH3:24])[CH2:9][C@H:8]2[CH2:10][O:11][CH2:12][C:13]2[CH:18]=[CH:17][CH:16]=[CH:15][CH:14]=2)[CH:6]=[CH:5][CH:4]=[CH:3][CH:2]=1.CI.[CH3:30][Si]([N-][Si](C)(C)C)(C)C.[Na+]. The catalyst is C1COCC1. The product is [CH3:30][N:20]([CH2:19][C@@:7]1([C:1]2[CH:6]=[CH:5][CH:4]=[CH:3][CH:2]=2)[CH2:9][C@H:8]1[CH2:10][O:11][CH2:12][C:13]1[CH:14]=[CH:15][CH:16]=[CH:17][CH:18]=1)[C:21](=[O:27])[O:22][C:23]([CH3:24])([CH3:26])[CH3:25]. The yield is 0.630. (2) The reactants are [CH3:1][O:2][C:3]1[CH:8]=[C:7]([O:9][CH3:10])[N:6]=[C:5]([CH2:11][C:12](=O)[CH3:13])[N:4]=1.[C:15]1([NH:21]N)[CH:20]=[CH:19][CH:18]=[CH:17][CH:16]=1.C(OCC)(=O)C.O. The catalyst is C1(C)C=CC=CC=1.[Cl-].[Zn+2].[Cl-]. The product is [CH3:1][O:2][C:3]1[CH:8]=[C:7]([O:9][CH3:10])[N:6]=[C:5]([C:11]2[C:20]3[C:15](=[CH:16][CH:17]=[CH:18][CH:19]=3)[NH:21][C:12]=2[CH3:13])[N:4]=1. The yield is 0.620. (3) The reactants are [Br:1][C:2]1[C:6](=[O:7])[N:5]([C:8]2[CH:13]=[CH:12][CH:11]=[CH:10][CH:9]=2)[N:4]([CH3:14])[C:3]=1[CH2:15][N:16]1[CH2:32][CH2:31][C:19]2([N:23]([C:24]3[CH:29]=[CH:28][CH:27]=[CH:26][CH:25]=3)[CH2:22][NH:21][C:20]2=[O:30])[CH2:18][CH2:17]1.[H-].[Na+].Br[CH2:36][C:37]1[CH:42]=[CH:41][C:40]([F:43])=[CH:39][CH:38]=1. The catalyst is CN1C(=O)CCC1. The product is [Br:1][C:2]1[C:6](=[O:7])[N:5]([C:8]2[CH:13]=[CH:12][CH:11]=[CH:10][CH:9]=2)[N:4]([CH3:14])[C:3]=1[CH2:15][N:16]1[CH2:32][CH2:31][C:19]2([N:23]([C:24]3[CH:25]=[CH:26][CH:27]=[CH:28][CH:29]=3)[CH2:22][N:21]([CH2:36][C:37]3[CH:42]=[CH:41][C:40]([F:43])=[CH:39][CH:38]=3)[C:20]2=[O:30])[CH2:18][CH2:17]1. The yield is 0.120. (4) The reactants are [CH:1]([CH:14]1[CH2:19][C:18](=O)[CH:17]=[CH:16]O1)([C:8]1[CH:13]=[CH:12][CH:11]=[CH:10][CH:9]=1)[C:2]1[CH:7]=[CH:6][CH:5]=[CH:4][CH:3]=1.[C:21]([O-:24])(O)=O.[Na+].[CH:26](OCC)=C. The catalyst is [Hg](OC(C(F)(F)F)=O)OC(C(F)(F)F)=O. The product is [C:2]1([CH:1]([C:8]2[CH:13]=[CH:12][CH:11]=[CH:10][CH:9]=2)[CH:14]([O:24][CH:21]=[CH2:26])[CH2:19][CH2:18][CH:17]=[CH2:16])[CH:7]=[CH:6][CH:5]=[CH:4][CH:3]=1. The yield is 0.660. (5) The catalyst is [Pd].CO. The reactants are [H][H].C([O:10][CH2:11][C:12]1([CH2:16][O:17][C:18]2[CH:23]=[CH:22][CH:21]=[CH:20][CH:19]=2)[CH2:15][CH2:14][CH2:13]1)C1C=CC=CC=1.C(O)(=O)C. The product is [O:17]([CH2:16][C:12]1([CH2:11][OH:10])[CH2:15][CH2:14][CH2:13]1)[C:18]1[CH:23]=[CH:22][CH:21]=[CH:20][CH:19]=1. The yield is 0.640. (6) The reactants are [CH3:1][C:2]1([CH3:14])[C:6]([CH3:8])([CH3:7])[O:5][B:4]([C:9]2[CH:10]=[N:11][NH:12][CH:13]=2)[O:3]1.[F-].[Cs+].[C:17]([O:21][C:22]([CH3:25])([CH3:24])[CH3:23])(=[O:20])[CH:18]=[CH2:19]. The catalyst is C(#N)C. The product is [CH3:1][C:2]1([CH3:14])[C:6]([CH3:7])([CH3:8])[O:5][B:4]([C:9]2[CH:13]=[N:12][N:11]([CH2:19][CH2:18][C:17]([O:21][C:22]([CH3:25])([CH3:24])[CH3:23])=[O:20])[CH:10]=2)[O:3]1. The yield is 0.870.